From a dataset of Catalyst prediction with 721,799 reactions and 888 catalyst types from USPTO. Predict which catalyst facilitates the given reaction. Reactant: [Cl:1][C:2]1[CH:3]=[C:4]([CH2:14][C:15]2[O:19][C:18]([C:20]3[NH:24][C:23]4[CH:25]=[CH:26][C:27]([C:29](OC)=[O:30])=[CH:28][C:22]=4[N:21]=3)=[CH:17][CH:16]=2)[C:5]2[O:9][C:8]([CH:10]([CH3:12])[CH3:11])=[CH:7][C:6]=2[CH:13]=1.[H-].[Al+3].[Li+].[H-].[H-].[H-]. Product: [Cl:1][C:2]1[CH:3]=[C:4]([CH2:14][C:15]2[O:19][C:18]([C:20]3[NH:24][C:23]4[CH:25]=[CH:26][C:27]([CH2:29][OH:30])=[CH:28][C:22]=4[N:21]=3)=[CH:17][CH:16]=2)[C:5]2[O:9][C:8]([CH:10]([CH3:11])[CH3:12])=[CH:7][C:6]=2[CH:13]=1. The catalyst class is: 7.